This data is from Full USPTO retrosynthesis dataset with 1.9M reactions from patents (1976-2016). The task is: Predict the reactants needed to synthesize the given product. Given the product [F:22][C:19]1[CH:20]=[CH:21][C:16]2[N:15]=[CH:14][N:13]([C:11]3[N:10]=[C:9]4[C:5]([NH:6][C:7](=[O:30])[N:8]4[C@H:23]4[CH2:28][CH2:27][C@H:26]([OH:29])[CH2:25][CH2:24]4)=[C:4]([OH:1])[N:12]=3)[C:17]=2[CH:18]=1, predict the reactants needed to synthesize it. The reactants are: [OH-:1].[K+].Cl[C:4]1[N:12]=[C:11]([N:13]2[C:17]3[CH:18]=[C:19]([F:22])[CH:20]=[CH:21][C:16]=3[N:15]=[CH:14]2)[N:10]=[C:9]2[C:5]=1[NH:6][C:7](=[O:30])[N:8]2[C@H:23]1[CH2:28][CH2:27][C@H:26]([OH:29])[CH2:25][CH2:24]1.